From a dataset of NCI-60 drug combinations with 297,098 pairs across 59 cell lines. Regression. Given two drug SMILES strings and cell line genomic features, predict the synergy score measuring deviation from expected non-interaction effect. (1) Drug 1: CC12CCC3C(C1CCC2=O)CC(=C)C4=CC(=O)C=CC34C. Drug 2: CC1C(C(CC(O1)OC2CC(CC3=C2C(=C4C(=C3O)C(=O)C5=C(C4=O)C(=CC=C5)OC)O)(C(=O)CO)O)N)O.Cl. Cell line: OVCAR3. Synergy scores: CSS=37.7, Synergy_ZIP=2.43, Synergy_Bliss=2.28, Synergy_Loewe=-2.07, Synergy_HSA=0.225. (2) Drug 1: C1C(C(OC1N2C=C(C(=O)NC2=O)F)CO)O. Drug 2: CC1C(C(CC(O1)OC2CC(CC3=C2C(=C4C(=C3O)C(=O)C5=CC=CC=C5C4=O)O)(C(=O)C)O)N)O. Cell line: LOX IMVI. Synergy scores: CSS=49.0, Synergy_ZIP=-4.08, Synergy_Bliss=-3.79, Synergy_Loewe=-0.240, Synergy_HSA=3.51. (3) Drug 1: C1=C(C(=O)NC(=O)N1)N(CCCl)CCCl. Drug 2: C1=CC=C(C=C1)NC(=O)CCCCCCC(=O)NO. Cell line: SNB-75. Synergy scores: CSS=27.8, Synergy_ZIP=-4.05, Synergy_Bliss=2.61, Synergy_Loewe=-5.91, Synergy_HSA=3.50. (4) Drug 1: CC1=C(C=C(C=C1)C(=O)NC2=CC(=CC(=C2)C(F)(F)F)N3C=C(N=C3)C)NC4=NC=CC(=N4)C5=CN=CC=C5. Drug 2: COC1=C2C(=CC3=C1OC=C3)C=CC(=O)O2. Cell line: HL-60(TB). Synergy scores: CSS=-0.247, Synergy_ZIP=2.47, Synergy_Bliss=3.66, Synergy_Loewe=-1.44, Synergy_HSA=-2.05. (5) Synergy scores: CSS=44.5, Synergy_ZIP=-0.0154, Synergy_Bliss=-1.01, Synergy_Loewe=-5.00, Synergy_HSA=-0.240. Drug 2: C1CC(=O)NC(=O)C1N2C(=O)C3=CC=CC=C3C2=O. Cell line: SW-620. Drug 1: C1=C(C(=O)NC(=O)N1)F.